Task: Regression. Given two drug SMILES strings and cell line genomic features, predict the synergy score measuring deviation from expected non-interaction effect.. Dataset: NCI-60 drug combinations with 297,098 pairs across 59 cell lines (1) Drug 2: COCCOC1=C(C=C2C(=C1)C(=NC=N2)NC3=CC=CC(=C3)C#C)OCCOC.Cl. Synergy scores: CSS=3.36, Synergy_ZIP=1.98, Synergy_Bliss=8.29, Synergy_Loewe=3.60, Synergy_HSA=2.65. Cell line: MALME-3M. Drug 1: CC12CCC3C(C1CCC2O)C(CC4=C3C=CC(=C4)O)CCCCCCCCCS(=O)CCCC(C(F)(F)F)(F)F. (2) Drug 1: CC1=C(C(=CC=C1)Cl)NC(=O)C2=CN=C(S2)NC3=CC(=NC(=N3)C)N4CCN(CC4)CCO. Drug 2: C1C(C(OC1N2C=NC(=NC2=O)N)CO)O. Cell line: SK-MEL-28. Synergy scores: CSS=0.541, Synergy_ZIP=-0.409, Synergy_Bliss=1.31, Synergy_Loewe=-5.35, Synergy_HSA=-1.51. (3) Drug 1: CC1C(C(CC(O1)OC2CC(CC3=C2C(=C4C(=C3O)C(=O)C5=C(C4=O)C(=CC=C5)OC)O)(C(=O)C)O)N)O.Cl. Drug 2: B(C(CC(C)C)NC(=O)C(CC1=CC=CC=C1)NC(=O)C2=NC=CN=C2)(O)O. Cell line: U251. Synergy scores: CSS=50.5, Synergy_ZIP=8.60, Synergy_Bliss=7.86, Synergy_Loewe=11.8, Synergy_HSA=9.63. (4) Drug 1: CC1CCC2CC(C(=CC=CC=CC(CC(C(=O)C(C(C(=CC(C(=O)CC(OC(=O)C3CCCCN3C(=O)C(=O)C1(O2)O)C(C)CC4CCC(C(C4)OC)O)C)C)O)OC)C)C)C)OC. Drug 2: C1CN(CCN1C(=O)CCBr)C(=O)CCBr. Cell line: RXF 393. Synergy scores: CSS=9.06, Synergy_ZIP=-1.69, Synergy_Bliss=3.28, Synergy_Loewe=-6.19, Synergy_HSA=0.708.